This data is from Peptide-MHC class I binding affinity with 185,985 pairs from IEDB/IMGT. The task is: Regression. Given a peptide amino acid sequence and an MHC pseudo amino acid sequence, predict their binding affinity value. This is MHC class I binding data. (1) The peptide sequence is WLVLRINKAL. The MHC is HLA-A02:01 with pseudo-sequence HLA-A02:01. The binding affinity (normalized) is 0.364. (2) The peptide sequence is TSMAMTCIAV. The MHC is HLA-A02:17 with pseudo-sequence HLA-A02:17. The binding affinity (normalized) is 0.618.